Task: Predict the product of the given reaction.. Dataset: Forward reaction prediction with 1.9M reactions from USPTO patents (1976-2016) (1) Given the reactants [Br:1][C:2]1[C:7]([CH3:8])=[CH:6][C:5]([OH:9])=[CH:4][C:3]=1[CH3:10].C([O-])([O-])=O.[Cs+].[Cs+].Br[CH2:18][C:19]#[N:20], predict the reaction product. The product is: [Br:1][C:2]1[C:7]([CH3:8])=[CH:6][C:5]([O:9][CH2:18][C:19]#[N:20])=[CH:4][C:3]=1[CH3:10]. (2) Given the reactants Cl[C:2]1[C:11]([C:12]([OH:14])=[O:13])=[CH:10][C:9]2[C:4](=[CH:5][CH:6]=[C:7]([Cl:15])[CH:8]=2)[N:3]=1.[CH3:16][O:17][C:18]1[CH:29]=[CH:28][CH:27]=[CH:26][C:19]=1[CH2:20][CH:21]([C:23]([OH:25])=[O:24])[NH2:22], predict the reaction product. The product is: [C:23]([CH:21]([NH:22][C:2]1[C:11]([C:12]([OH:14])=[O:13])=[CH:10][C:9]2[C:4](=[CH:5][CH:6]=[C:7]([Cl:15])[CH:8]=2)[N:3]=1)[CH2:20][C:19]1[CH:26]=[CH:27][CH:28]=[CH:29][C:18]=1[O:17][CH3:16])([OH:25])=[O:24]. (3) Given the reactants [Cl:1][C:2]1[CH:7]=[CH:6][C:5]([F:8])=[CH:4][C:3]=1[N:9]1[C:13]([S:14]([C:17]2[CH:18]=[N:19][C:20](Cl)=[CH:21][CH:22]=2)(=[O:16])=[O:15])=[CH:12][C:11]([CH2:24][N:25]([CH3:33])[C:26](=[O:32])[O:27][C:28]([CH3:31])([CH3:30])[CH3:29])=[N:10]1.[C:34](=O)([O-])[O-].[K+].[K+].CB(O)O, predict the reaction product. The product is: [Cl:1][C:2]1[CH:7]=[CH:6][C:5]([F:8])=[CH:4][C:3]=1[N:9]1[C:13]([S:14]([C:17]2[CH:18]=[N:19][C:20]([CH3:34])=[CH:21][CH:22]=2)(=[O:15])=[O:16])=[CH:12][C:11]([CH2:24][N:25]([CH3:33])[C:26](=[O:32])[O:27][C:28]([CH3:30])([CH3:31])[CH3:29])=[N:10]1. (4) Given the reactants [CH3:1][C:2]1[C:6]([C:7]2[CH:16]=[C:15]3[C:10]([C:11]([NH:18][C@@H:19]([C:21]4[CH:26]=[CH:25][CH:24]=[CH:23][N:22]=4)[CH3:20])=[C:12]([NH2:17])[CH:13]=[N:14]3)=[CH:9][C:8]=2[O:27][CH3:28])=[C:5]([CH3:29])[O:4][N:3]=1.[O:30]1[CH2:35][CH2:34][CH:33]([C:36](O)=O)[CH2:32][CH2:31]1.CN(C(ON1N=NC2C=CC=NC1=2)=[N+](C)C)C.F[P-](F)(F)(F)(F)F.C(N(CC)CC)C.C(=O)([O-])O.[Na+], predict the reaction product. The product is: [CH3:1][C:2]1[C:6]([C:7]2[C:8]([O:27][CH3:28])=[CH:9][C:10]3[C:11]4[N:18]([CH:19]([C:21]5[CH:26]=[CH:25][CH:24]=[CH:23][N:22]=5)[CH3:20])[C:36]([CH:33]5[CH2:34][CH2:35][O:30][CH2:31][CH2:32]5)=[N:17][C:12]=4[CH:13]=[N:14][C:15]=3[CH:16]=2)=[C:5]([CH3:29])[O:4][N:3]=1. (5) The product is: [NH2:1][C:2]1[N:7]=[CH:6][N:5]=[C:4]2[N:8]([CH:12]([C:14]3[CH:21]=[C:20]([Cl:22])[C:17]([C:18]#[N:19])=[C:16]([C:35]4[CH:34]=[N:33][CH:32]=[C:31]([S:28]([CH3:27])(=[O:30])=[O:29])[CH:36]=4)[C:15]=3[O:24][CH2:25][CH3:26])[CH3:13])[N:9]=[C:10]([CH3:11])[C:3]=12. Given the reactants [NH2:1][C:2]1[N:7]=[CH:6][N:5]=[C:4]2[N:8]([CH:12]([C:14]3[CH:21]=[C:20]([Cl:22])[C:17]([C:18]#[N:19])=[C:16](Br)[C:15]=3[O:24][CH2:25][CH3:26])[CH3:13])[N:9]=[C:10]([CH3:11])[C:3]=12.[CH3:27][S:28]([C:31]1[CH:32]=[N:33][CH:34]=[C:35](B2OC(C)(C)C(C)(C)O2)[CH:36]=1)(=[O:30])=[O:29].C(#N)C.C(=O)([O-])[O-].[Na+].[Na+].O.ClCCl, predict the reaction product. (6) Given the reactants Br[CH:2]([CH3:4])[CH3:3].Cl.[NH:6]1[CH2:9][CH:8]([NH:10][S:11]([CH2:14][CH2:15][NH:16][C:17]([C:19]2[S:20][C:21]([Cl:24])=[CH:22][CH:23]=2)=[O:18])(=[O:13])=[O:12])[CH2:7]1.C([O-])([O-])=O.[K+].[K+], predict the reaction product. The product is: [CH:2]([N:6]1[CH2:9][CH:8]([NH:10][S:11]([CH2:14][CH2:15][NH:16][C:17]([C:19]2[S:20][C:21]([Cl:24])=[CH:22][CH:23]=2)=[O:18])(=[O:12])=[O:13])[CH2:7]1)([CH3:4])[CH3:3]. (7) Given the reactants [CH3:1][C:2]1[C:6]([CH:7]([C:20]2[O:21][C:22]3[CH:28]=[CH:27][C:26]([CH2:29][C:30]([NH:32][CH:33]([C:40]4[CH:45]=[CH:44][C:43]([OH:46])=[CH:42][C:41]=4[CH3:47])[C:34]4[CH:39]=[CH:38][CH:37]=[CH:36][CH:35]=4)=[O:31])=[CH:25][C:23]=3[CH:24]=2)[N:8]2[CH2:11][CH:10]([NH:12][C:13](=[O:19])[O:14][C:15]([CH3:18])([CH3:17])[CH3:16])[CH2:9]2)=[C:5]([CH3:48])[O:4][N:3]=1.Cl[CH2:50]OC(C)C, predict the reaction product. The product is: [CH3:1][C:2]1[C:6]([CH:7]([C:20]2[O:21][C:22]3[CH:28]=[CH:27][C:26]([CH2:29][C:30]([NH:32][CH:33]([C:40]4[CH:45]=[CH:44][C:43]([O:46][CH3:50])=[CH:42][C:41]=4[CH3:47])[C:34]4[CH:39]=[CH:38][CH:37]=[CH:36][CH:35]=4)=[O:31])=[CH:25][C:23]=3[CH:24]=2)[N:8]2[CH2:11][CH:10]([NH:12][C:13](=[O:19])[O:14][C:15]([CH3:18])([CH3:17])[CH3:16])[CH2:9]2)=[C:5]([CH3:48])[O:4][N:3]=1.